Dataset: CYP3A4 inhibition data for predicting drug metabolism from PubChem BioAssay. Task: Regression/Classification. Given a drug SMILES string, predict its absorption, distribution, metabolism, or excretion properties. Task type varies by dataset: regression for continuous measurements (e.g., permeability, clearance, half-life) or binary classification for categorical outcomes (e.g., BBB penetration, CYP inhibition). Dataset: cyp3a4_veith. (1) The molecule is C[C@@H](C(=O)Cc1ccc2ccccc2c1)[C@@H]1C[C@@]1(C)[C@@H](NP(=O)(c1ccccc1)c1ccccc1)c1ccccc1. The result is 1 (inhibitor). (2) The molecule is CC(C)NC(=O)N1CCC2(CC1)CCN(S(=O)(=O)c1ccccc1)CC2. The result is 0 (non-inhibitor). (3) The drug is CN1C(=O)/C(=C\c2ccccc2)Sc2ccc(C(=O)N3CCN(c4ccccn4)CC3)cc21. The result is 1 (inhibitor). (4) The molecule is CN(C(=S)Nc1ccccc1F)C1(c2ccccc2Cl)CCCCC1=O. The result is 0 (non-inhibitor). (5) The drug is O=C(c1cc(C(F)(F)F)cc(C(F)(F)F)c1)N1CCC[C@@]2(CCN(c3ccccn3)C2)C1. The result is 1 (inhibitor). (6) The drug is COCCn1c(=O)c(-c2cccc(C#N)c2)nc2cnc(Oc3ccc(OC)cc3)nc21. The result is 1 (inhibitor). (7) The result is 1 (inhibitor). The drug is CCOc1cc(NC(=S)NCC2CCCO2)c(OCC)cc1NC(=O)c1ccccc1C. (8) The drug is FC(F)(F)c1nc(-c2ccncc2)ncc1-c1nnnn1-c1ccccc1. The result is 1 (inhibitor). (9) The result is 1 (inhibitor). The molecule is CCOC(=O)CCCNC(=O)c1cncc(Br)c1. (10) The drug is COc1cc(/C=N\NC(=O)C2C(=O)NCC2c2ccccc2)cc(OC)c1O. The result is 0 (non-inhibitor).